Predict the reactants needed to synthesize the given product. From a dataset of Full USPTO retrosynthesis dataset with 1.9M reactions from patents (1976-2016). (1) The reactants are: [Br:1][C:2]1[CH:3]=[C:4]([CH2:8][CH2:9][NH2:10])[CH:5]=[CH:6][CH:7]=1.N1C(C)=CC=CC=1C.[F:19][C:20]([F:31])([F:30])[C:21](O[C:21](=[O:22])[C:20]([F:31])([F:30])[F:19])=[O:22].O. Given the product [Br:1][C:2]1[CH:3]=[C:4]([CH2:8][CH2:9][NH:10][C:21](=[O:22])[C:20]([F:31])([F:30])[F:19])[CH:5]=[CH:6][CH:7]=1, predict the reactants needed to synthesize it. (2) Given the product [C:4]([C:3]1[C:2]([O:43][CH3:41])=[CH:9][C:8]([CH2:46][CH2:37][N:36]2[C:16]3=[C:15]([CH:12]4[CH2:14][CH2:13]4)[C:25]4[CH2:24][CH2:23][N:22]([C:26]([O:28][C:29]([CH3:31])([CH3:32])[CH3:30])=[O:27])[CH2:21][CH2:20][C:19]=4[CH:18]=[C:17]3[O:33][CH2:34][CH2:35]2)=[C:7]([F:11])[CH:6]=1)#[N:5], predict the reactants needed to synthesize it. The reactants are: F[C:2]1[CH:9]=[C:8](F)[C:7]([F:11])=[CH:6][C:3]=1[C:4]#[N:5].[CH:12]1([C:15]2[C:25]3[CH2:24][CH2:23][N:22]([C:26]([O:28][C:29]([CH3:32])([CH3:31])[CH3:30])=[O:27])[CH2:21][CH2:20][C:19]=3[CH:18]=[C:17]3[O:33][CH2:34][CH2:35][N:36]([CH2:37]CO)[C:16]=23)[CH2:14][CH2:13]1.C[C:41](C)([O-:43])C.[K+].[CH3:46]O. (3) The reactants are: [F:1][C:2]1[CH:7]=[CH:6][C:5]([CH2:8][CH2:9][Br:10])=[CH:4][CH:3]=1.[C:11]1([P:17]([C:24]2[CH:29]=[CH:28][CH:27]=[CH:26][CH:25]=2)[C:18]2[CH:23]=[CH:22][CH:21]=[CH:20][CH:19]=2)[CH:16]=[CH:15][CH:14]=[CH:13][CH:12]=1. Given the product [Br-:10].[F:1][C:2]1[CH:7]=[CH:6][C:5]([CH2:8][CH2:9][P+:17]([C:18]2[CH:19]=[CH:20][CH:21]=[CH:22][CH:23]=2)([C:24]2[CH:29]=[CH:28][CH:27]=[CH:26][CH:25]=2)[C:11]2[CH:12]=[CH:13][CH:14]=[CH:15][CH:16]=2)=[CH:4][CH:3]=1, predict the reactants needed to synthesize it. (4) Given the product [CH2:1]([O:8][C:9]([N:11]([CH2:32][C:33]([N:35]1[CH2:39][C@@H:38]([F:40])[CH2:37][C@H:36]1[C:41]#[N:42])=[O:34])[C:12]12[CH2:19][CH2:18][C:15]([C:20]([NH:49][CH2:48][C:47]3[CH:50]=[CH:51][C:44]([F:43])=[CH:45][CH:46]=3)=[O:21])([CH2:14][CH2:13]1)[CH2:16][CH2:17]2)=[O:10])[C:2]1[CH:7]=[CH:6][CH:5]=[CH:4][CH:3]=1, predict the reactants needed to synthesize it. The reactants are: [CH2:1]([O:8][C:9]([N:11]([CH2:32][C:33]([N:35]1[CH2:39][C@@H:38]([F:40])[CH2:37][C@H:36]1[C:41]#[N:42])=[O:34])[C:12]12[CH2:19][CH2:18][C:15]([C:20](ON3C4C=CC=CC=4N=N3)=[O:21])([CH2:16][CH2:17]1)[CH2:14][CH2:13]2)=[O:10])[C:2]1[CH:7]=[CH:6][CH:5]=[CH:4][CH:3]=1.[F:43][C:44]1[CH:51]=[CH:50][C:47]([CH2:48][NH2:49])=[CH:46][CH:45]=1. (5) Given the product [CH:7]1[CH:6]=[CH:5][C:4]([C@H:2]([OH:3])[C:1]([OH:11])=[O:10])=[CH:9][CH:8]=1, predict the reactants needed to synthesize it. The reactants are: [C:1]([OH:11])(=[O:10])[CH:2]([C:4]1[CH:9]=[CH:8][CH:7]=[CH:6][CH:5]=1)[OH:3]. (6) Given the product [CH3:1][C:2]12[C:14]3[C:6](=[CH:7][C:8]([NH:15][C:22]([C:21]4[CH:25]=[CH:26][C:18]([C:17]([O:28][CH3:29])=[O:27])=[CH:19][CH:20]=4)=[O:23])=[CH:9][C:10]=3[CH2:11][CH2:12][CH2:13]1)[CH2:5][CH2:4][CH2:3]2, predict the reactants needed to synthesize it. The reactants are: [CH3:1][C:2]12[C:14]3[C:6](=[CH:7][C:8]([NH2:15])=[CH:9][C:10]=3[CH2:11][CH2:12][CH2:13]1)[CH2:5][CH2:4][CH2:3]2.[Cl-].[C:17]([O:28][CH3:29])(=[O:27])[C:18]1[CH:26]=[CH:25][C:21]([C:22]([O-])=[O:23])=[CH:20][CH:19]=1.Cl. (7) Given the product [Cl:1][C:2]1[CH:7]=[CH:6][C:5]([N:8]([C@H:12]2[C:21]3[C:16](=[CH:17][CH:18]=[CH:19][CH:20]=3)[N:15]([C:22](=[O:31])[C:23]3[CH:24]=[CH:25][C:26]([O:29][CH2:30][C:37]4[CH:42]=[CH:41][N:40]=[CH:39][CH:38]=4)=[CH:27][CH:28]=3)[C@@H:14]([CH3:32])[CH2:13]2)[C:9](=[O:11])[CH3:10])=[CH:4][CH:3]=1, predict the reactants needed to synthesize it. The reactants are: [Cl:1][C:2]1[CH:7]=[CH:6][C:5]([N:8]([C@H:12]2[C:21]3[C:16](=[CH:17][CH:18]=[CH:19][CH:20]=3)[N:15]([C:22](=[O:31])[C:23]3[CH:28]=[CH:27][C:26]([O:29][CH3:30])=[CH:25][CH:24]=3)[C@@H:14]([CH3:32])[CH2:13]2)[C:9](=[O:11])[CH3:10])=[CH:4][CH:3]=1.[H-].[Na+].BrC[C:37]1[CH:42]=[CH:41][N:40]=[CH:39][CH:38]=1.C(O)C.